From a dataset of Full USPTO retrosynthesis dataset with 1.9M reactions from patents (1976-2016). Predict the reactants needed to synthesize the given product. Given the product [CH3:24][C:2]1([CH3:1])[O:6][C@@H:5]([C:7]([NH:42][C@H:38]2[C:39]3[C:34](=[CH:33][C:32]([CH2:31][N:25]4[CH2:30][CH2:29][CH2:28][CH2:27][CH2:26]4)=[CH:41][CH:40]=3)[CH2:35][CH2:36][CH2:37]2)=[O:9])[C@@H:4]([CH2:10][S:11]([C:14]2[CH:23]=[CH:22][C:21]3[C:16](=[CH:17][CH:18]=[CH:19][CH:20]=3)[CH:15]=2)(=[O:12])=[O:13])[O:3]1, predict the reactants needed to synthesize it. The reactants are: [CH3:1][C:2]1([CH3:24])[O:6][C@@H:5]([C:7]([OH:9])=O)[C@@H:4]([CH2:10][S:11]([C:14]2[CH:23]=[CH:22][C:21]3[C:16](=[CH:17][CH:18]=[CH:19][CH:20]=3)[CH:15]=2)(=[O:13])=[O:12])[O:3]1.[N:25]1([CH2:31][C:32]2[CH:33]=[C:34]3[C:39](=[CH:40][CH:41]=2)[C@H:38]([NH2:42])[CH2:37][CH2:36][CH2:35]3)[CH2:30][CH2:29][CH2:28][CH2:27][CH2:26]1.ON1C2C=CC=CC=2N=N1.